Predict the reactants needed to synthesize the given product. From a dataset of Full USPTO retrosynthesis dataset with 1.9M reactions from patents (1976-2016). (1) Given the product [Cl:36][C:37]1[CH:46]=[C:45]2[C:40]([C:41]([NH2:67])=[CH:42][CH2:43][N:9]2[CH:8]([C:5]2[CH:6]=[CH:7][C:2]([Cl:1])=[CH:3][CH:4]=2)[C:11]2[CH:16]=[CH:15][C:14]([CH2:17][N:18]3[CH2:22][CH2:21][CH2:20][CH2:19]3)=[C:13]([F:23])[CH:12]=2)=[CH:39][CH:38]=1, predict the reactants needed to synthesize it. The reactants are: [Cl:1][C:2]1[CH:7]=[CH:6][C:5]([C:8]([C:11]2[CH:16]=[CH:15][C:14]([CH2:17][N:18]3[CH2:22][CH2:21][CH2:20][CH2:19]3)=[C:13]([F:23])[CH:12]=2)=[N:9]O)=[CH:4][CH:3]=1.ClC1C2C(=CC(Cl)=CC=2)N=CC=1.[Cl:36][C:37]1[CH:46]=[C:45]2[C:40]([C:41]([NH2:67])=[CH:42][CH2:43]N2C(C2C=CC=C(Cl)C=2)C2C=CC(CN3CCCC3)=CC=2)=[CH:39][CH:38]=1. (2) Given the product [I:1][C:2]1[C:3]2[CH:10]=[CH:9][N:8]([CH2:20][O:19][CH2:18][CH2:17][Si:14]([CH3:16])([CH3:15])[CH3:13])[C:4]=2[N:5]=[CH:6][N:7]=1, predict the reactants needed to synthesize it. The reactants are: [I:1][C:2]1[C:3]2[CH:10]=[CH:9][NH:8][C:4]=2[N:5]=[CH:6][N:7]=1.[H-].[Na+].[CH3:13][Si:14]([CH2:17][CH2:18][O:19][CH2:20]Cl)([CH3:16])[CH3:15]. (3) Given the product [Br:20][C:17]1[CH:16]=[C:11]2[C:10](=[CH:19][CH:18]=1)[N:9]=[C:1]([C:3]1[CH:4]=[N:5][CH:6]=[CH:7][CH:8]=1)[N:2]=[C:12]2[OH:13], predict the reactants needed to synthesize it. The reactants are: [C:1]([C:3]1[CH:4]=[N:5][CH:6]=[CH:7][CH:8]=1)#[N:2].[NH2:9][C:10]1[CH:19]=[CH:18][C:17]([Br:20])=[CH:16][C:11]=1[C:12](OC)=[O:13].O1CCOCC1. (4) Given the product [CH:1]1[C:9]2[C:8]3[CH2:10][CH2:11][CH2:12][CH2:13][CH2:14][CH2:15][C:7]=3[O:6][C:5]=2[CH:4]=[CH:3][C:2]=1[NH:16][C:21](=[O:22])[C:20]1[C:24]([O:28][CH3:29])=[CH:25][CH:26]=[CH:27][C:19]=1[O:18][CH3:17], predict the reactants needed to synthesize it. The reactants are: [CH:1]1[C:9]2[C:8]3[CH2:10][CH2:11][CH2:12][CH2:13][CH2:14][CH2:15][C:7]=3[O:6][C:5]=2[CH:4]=[CH:3][C:2]=1[NH2:16].[CH3:17][O:18][C:19]1[CH:27]=[CH:26][CH:25]=[C:24]([O:28][CH3:29])[C:20]=1[C:21](Cl)=[O:22]. (5) The reactants are: [F:1][C:2]1[CH:3]=[CH:4][C:5]([SH:11])=[C:6]([CH:10]=1)[C:7]([OH:9])=[O:8].SC1C=CC=CC=1C(O)=O.Cl[C:23]1[CH:31]=[CH:30][C:29]([S:32]([CH3:35])(=[O:34])=[O:33])=[CH:28][C:24]=1[C:25]([OH:27])=[O:26]. Given the product [C:25]([C:24]1[CH:28]=[C:29]([S:32]([CH3:35])(=[O:34])=[O:33])[CH:30]=[CH:31][C:23]=1[S:11][C:5]1[CH:4]=[CH:3][C:2]([F:1])=[CH:10][C:6]=1[C:7]([OH:9])=[O:8])([OH:27])=[O:26], predict the reactants needed to synthesize it. (6) Given the product [CH2:16]([NH:20][C:2]1[C:3]([CH3:15])=[C:4]([CH:8]=[CH:9][C:10]=1[S:11]([CH3:14])(=[O:13])=[O:12])[C:5]([OH:7])=[O:6])[CH:17]([CH3:19])[CH3:18], predict the reactants needed to synthesize it. The reactants are: F[C:2]1[C:3]([CH3:15])=[C:4]([CH:8]=[CH:9][C:10]=1[S:11]([CH3:14])(=[O:13])=[O:12])[C:5]([OH:7])=[O:6].[CH2:16]([NH2:20])[CH:17]([CH3:19])[CH3:18].S(=O)(=O)(O)O. (7) Given the product [F:37][C:32]1[CH:31]=[C:30]([O:29][C:27](=[O:28])[N:9]([C@H:10]2[CH2:11][CH2:12][C@H:13]([CH2:16][CH2:17][CH2:18][CH2:19][CH2:20][N:42]([CH2:41][CH:38]=[CH2:39])[CH3:2])[CH2:14][CH2:15]2)[CH3:8])[CH:35]=[CH:34][C:33]=1[F:36], predict the reactants needed to synthesize it. The reactants are: F[C:2](F)(F)C(O)=O.[CH3:8][NH:9][C@H:10]1[CH2:15][CH2:14][C@H:13]([CH2:16][CH2:17][CH2:18][CH2:19][CH2:20]OS(C)(=O)=O)[CH2:12][CH2:11]1.Cl[C:27]([O:29][C:30]1[CH:35]=[CH:34][C:33]([F:36])=[C:32]([F:37])[CH:31]=1)=[O:28].[CH2:38]([CH2:41][NH2:42])[CH:39]=C. (8) The reactants are: [O:1]1[C:5]2[CH:6]=[CH:7][C:8]([C:10]3([C:13]([NH:15][C:16]4[CH:21]=[CH:20][C:19]([CH:22]([OH:31])[C:23]5[CH:28]=[CH:27][CH:26]=[CH:25][C:24]=5[O:29][CH3:30])=[CH:18][N:17]=4)=[O:14])[CH2:12][CH2:11]3)=[CH:9][C:4]=2[O:3][CH2:2]1.[N:32]1([CH2:38][CH2:39]O)[CH2:37][CH2:36][CH2:35][CH2:34][CH2:33]1.O1C2C=CC(C3(C(NC4C=CC(C(OCCCO)C5C=CC=CC=5OC)=CN=4)=O)CC3)=CC=2OC1. Given the product [O:1]1[C:5]2[CH:6]=[CH:7][C:8]([C:10]3([C:13]([NH:15][C:16]4[CH:21]=[CH:20][C:19]([CH:22]([C:23]5[CH:28]=[CH:27][CH:26]=[CH:25][C:24]=5[O:29][CH3:30])[O:31][CH2:39][CH2:38][N:32]5[CH2:37][CH2:36][CH2:35][CH2:34][CH2:33]5)=[CH:18][N:17]=4)=[O:14])[CH2:12][CH2:11]3)=[CH:9][C:4]=2[O:3][CH2:2]1, predict the reactants needed to synthesize it. (9) The reactants are: [NH2:1][C:2]1[N:7]([C:8]2[C:22]([F:23])=[CH:21][C:11]([O:12][CH2:13][CH2:14][CH2:15]OS(C)(=O)=O)=[CH:10][C:9]=2[F:24])[C:6](=[O:25])[CH:5]=[CH:4][C:3]=1[C:26](=[O:35])[C:27]1[CH:32]=[CH:31][C:30]([F:33])=[CH:29][C:28]=1[F:34].[CH:36]1([O:41][C:42](=[O:49])[C@@H:43]([CH2:45][CH:46]([CH3:48])[CH3:47])[NH2:44])[CH2:40][CH2:39][CH2:38][CH2:37]1. Given the product [NH2:1][C:2]1[N:7]([C:8]2[C:22]([F:23])=[CH:21][C:11]([O:12][CH2:13][CH2:14][CH2:15][NH:44][C@@H:43]([C:42]([O:41][CH:36]3[CH2:37][CH2:38][CH2:39][CH2:40]3)=[O:49])[CH2:45][CH:46]([CH3:47])[CH3:48])=[CH:10][C:9]=2[F:24])[C:6](=[O:25])[CH:5]=[CH:4][C:3]=1[C:26](=[O:35])[C:27]1[CH:32]=[CH:31][C:30]([F:33])=[CH:29][C:28]=1[F:34], predict the reactants needed to synthesize it. (10) Given the product [CH2:20]([O:19][P:18]([CH2:17][C:16]1[CH:26]=[CH:27][C:13]([NH:12][C:4]2[N:3]=[C:2]([NH:31][C:32]3[CH:33]=[CH:34][C:35]([C@@H:43]4[CH2:44][CH2:45][C@H:46]([C:49]([O:51][CH2:52][CH3:53])=[O:50])[CH2:47][CH2:48]4)=[C:36]4[C:40]=3[C:39](=[O:41])[N:38]([CH3:42])[CH2:37]4)[C:7]([C:8]([F:11])([F:10])[F:9])=[CH:6][N:5]=2)=[C:14]([O:28][CH2:29][CH3:30])[CH:15]=1)([O:22][CH2:23][CH3:24])=[O:25])[CH3:21], predict the reactants needed to synthesize it. The reactants are: Cl[C:2]1[C:7]([C:8]([F:11])([F:10])[F:9])=[CH:6][N:5]=[C:4]([NH:12][C:13]2[CH:27]=[CH:26][C:16]([CH2:17][P:18](=[O:25])([O:22][CH2:23][CH3:24])[O:19][CH2:20][CH3:21])=[CH:15][C:14]=2[O:28][CH2:29][CH3:30])[N:3]=1.[NH2:31][C:32]1[CH:33]=[CH:34][C:35]([C@@H:43]2[CH2:48][CH2:47][C@H:46]([C:49]([O:51][CH2:52][CH3:53])=[O:50])[CH2:45][CH2:44]2)=[C:36]2[C:40]=1[C:39](=[O:41])[N:38]([CH3:42])[CH2:37]2.